Dataset: Forward reaction prediction with 1.9M reactions from USPTO patents (1976-2016). Task: Predict the product of the given reaction. (1) Given the reactants O.NN.[Br:4][C:5]1[C:6]([C:26]#[N:27])=[N:7][N:8]([CH2:23][CH2:24][CH3:25])[C:9]=1[CH2:10][CH2:11][N:12]1[C:20](=[O:21])C2C(=CC=CC=2)C1=O.C(OC([O:30][C:31]([CH3:34])([CH3:33])[CH3:32])=O)([O:30][C:31]([CH3:34])([CH3:33])[CH3:32])=O, predict the reaction product. The product is: [Br:4][C:5]1[C:6]([C:26]#[N:27])=[N:7][N:8]([CH2:23][CH2:24][CH3:25])[C:9]=1[CH2:10][CH2:11][NH:12][C:20](=[O:21])[O:30][C:31]([CH3:34])([CH3:33])[CH3:32]. (2) The product is: [Cl:1][C:2]1[C:3]([CH3:18])=[CH:4][C:5]2[C:6]3[CH:17]4[CH2:16][CH2:15][CH2:14][N:13]4[CH2:12][CH2:11][C:7]=3[N:8]([CH2:23][CH:22]([C:24]3[CH:29]=[CH:28][N:27]=[CH:26][CH:25]=3)[OH:21])[C:9]=2[CH:10]=1. Given the reactants [Cl:1][C:2]1[C:3]([CH3:18])=[CH:4][C:5]2[C:6]3[CH:17]4[N:13]([CH2:14][CH2:15][CH2:16]4)[CH2:12][CH2:11][C:7]=3[NH:8][C:9]=2[CH:10]=1.[H-].[Na+].[O:21]1[CH2:23][CH:22]1[C:24]1[CH:29]=[CH:28][N:27]=[CH:26][CH:25]=1, predict the reaction product. (3) Given the reactants [OH:1][CH2:2][C@H:3]([N:10]1[CH:15]=[CH:14][CH:13]=[C:12]([C:16]([O:18][CH3:19])=[O:17])[C:11]1=[O:20])[C:4]1[CH:9]=[CH:8][CH:7]=[CH:6][CH:5]=1.N1C=CN=C1.[C:26]([Si:30](Cl)([CH3:32])[CH3:31])([CH3:29])([CH3:28])[CH3:27], predict the reaction product. The product is: [Si:30]([O:1][CH2:2][C@H:3]([N:10]1[CH:15]=[CH:14][CH:13]=[C:12]([C:16]([O:18][CH3:19])=[O:17])[C:11]1=[O:20])[C:4]1[CH:5]=[CH:6][CH:7]=[CH:8][CH:9]=1)([C:26]([CH3:29])([CH3:28])[CH3:27])([CH3:32])[CH3:31]. (4) Given the reactants [OH:1][C:2]1[CH:10]=[C:9]([O:11][CH2:12][C:13](=[O:28])[C:14]2[CH:23]=[CH:22][C:21]3[C:20]([CH3:25])([CH3:24])[CH2:19][CH2:18][C:17]([CH3:27])([CH3:26])[C:16]=3[CH:15]=2)[CH:8]=[CH:7][C:3]=1[C:4]([OH:6])=[O:5].S(=O)(=O)(O)O.[C:34](OCC)(=O)[CH3:35], predict the reaction product. The product is: [OH:1][C:2]1[CH:10]=[C:9]([O:11][CH2:12][C:13](=[O:28])[C:14]2[CH:23]=[CH:22][C:21]3[C:20]([CH3:24])([CH3:25])[CH2:19][CH2:18][C:17]([CH3:27])([CH3:26])[C:16]=3[CH:15]=2)[CH:8]=[CH:7][C:3]=1[C:4]([O:6][CH2:34][CH3:35])=[O:5]. (5) Given the reactants [Cl:1][C:2]1[CH:7]=[CH:6][C:5]([C:8]2[CH:13]=[C:12](O)[N:11]3[N:15]=[CH:16][CH:17]=[C:10]3[N:9]=2)=[CH:4][CH:3]=1.P(Cl)(Cl)([Cl:20])=O.CN(C)C1C=CC=CC=1, predict the reaction product. The product is: [Cl:20][C:12]1[N:11]2[N:15]=[CH:16][CH:17]=[C:10]2[N:9]=[C:8]([C:5]2[CH:6]=[CH:7][C:2]([Cl:1])=[CH:3][CH:4]=2)[CH:13]=1. (6) Given the reactants C([O:3][C:4](=[O:23])[CH2:5][NH:6][C:7]([C:9]1[C:10](=[O:22])[S:11][C:12]2[C:17]([C:18]=1[OH:19])=[CH:16][C:15]([Cl:20])=[CH:14][C:13]=2Br)=[O:8])C.[F:24][C:25]([F:40])([F:39])[C:26]1[CH:27]=[C:28](B(O)O)[CH:29]=[C:30]([C:32]([F:35])([F:34])[F:33])[CH:31]=1, predict the reaction product. The product is: [F:24][C:25]([F:39])([F:40])[C:26]1[CH:27]=[C:28]([C:13]2[CH:14]=[C:15]([Cl:20])[CH:16]=[C:17]3[C:12]=2[S:11][C:10](=[O:22])[C:9]([C:7]([NH:6][CH2:5][C:4]([OH:3])=[O:23])=[O:8])=[C:18]3[OH:19])[CH:29]=[C:30]([C:32]([F:33])([F:34])[F:35])[CH:31]=1.